Dataset: Experimentally validated miRNA-target interactions with 360,000+ pairs, plus equal number of negative samples. Task: Binary Classification. Given a miRNA mature sequence and a target amino acid sequence, predict their likelihood of interaction. The miRNA is hsa-miR-6817-5p with sequence UCUGCCAUAGGAAGCUUGGAGUGG. The protein sequence of the target gene is MRPQGPAASPQRLRGLLLLLLLQLPAPSSASEIPKGKQKAQLRQREVVDLYNGMCLQGPAGVPGRDGSPGANGIPGTPGIPGRDGFKGEKGECLRESFEESWTPNYKQCSWSSLNYGIDLGKIAECTFTKMRSNSALRVLFSGSLRLKCRNACCQRWYFTFNGAECSGPLPIEAIIYLDQGSPEMNSTINIHRTSSVEGLCEGIGAGLVDVAIWVGTCSDYPKGDASTGWNSVSRIIIEELPK. Result: 0 (no interaction).